Predict the product of the given reaction. From a dataset of Forward reaction prediction with 1.9M reactions from USPTO patents (1976-2016). (1) Given the reactants [Cl:1][C:2]1[CH:9]=[C:8]([N:10]([CH2:16][C:17]2[CH:22]=[CH:21][CH:20]=[CH:19][C:18]=2[Cl:23])[C@H:11]2[CH2:15][CH2:14][NH:13][CH2:12]2)[CH:7]=[CH:6][C:3]=1[C:4]#[N:5].[CH3:24][C:25](C)(O)[C:26]#N.[BH4-].[Na+], predict the reaction product. The product is: [Cl:1][C:2]1[CH:9]=[C:8]([N:10]([CH2:16][C:17]2[CH:22]=[CH:21][CH:20]=[CH:19][C:18]=2[Cl:23])[C@H:11]2[CH2:15][CH2:14][N:13]([CH:25]([CH3:26])[CH3:24])[CH2:12]2)[CH:7]=[CH:6][C:3]=1[C:4]#[N:5]. (2) Given the reactants O=[C:2]1[CH2:7][CH2:6][CH2:5][CH2:4][CH:3]1[C:8]([O:10][CH2:11][CH3:12])=[O:9].BrBr.[C:15]([NH2:18])(=[S:17])[CH3:16], predict the reaction product. The product is: [CH3:16][C:15]1[S:17][C:7]2[CH2:6][CH2:5][CH2:4][CH:3]([C:8]([O:10][CH2:11][CH3:12])=[O:9])[C:2]=2[N:18]=1. (3) The product is: [CH3:1][O:2][C:3]([C:5]1[S:6][C:7]([C:12](=[O:14])[NH:68][CH2:67][C:62]2[CH:63]=[CH:64][CH:65]=[C:66]3[C:61]=2[CH:60]=[N:59][NH:58]3)=[CH:8][C:9]=1[C:10]#[N:11])=[O:4]. Given the reactants [CH3:1][O:2][C:3]([C:5]1[S:6][C:7]([C:12]([OH:14])=O)=[CH:8][C:9]=1[C:10]#[N:11])=[O:4].C(N(CC)CC)C.CN(C(ON1N=NC2C=CC=CC1=2)=[N+](C)C)C.F[P-](F)(F)(F)(F)F.C1C=CC2N(O)N=NC=2C=1.Cl.Cl.[NH:58]1[C:66]2[C:61](=[C:62]([CH2:67][NH2:68])[CH:63]=[CH:64][CH:65]=2)[CH:60]=[N:59]1, predict the reaction product. (4) Given the reactants Cl[C:2]1[CH:3]=[CH:4][N:5]=[C:6]2[C:11]=1[N:10]=[C:9]([C:12]1[CH:13]=[C:14]([NH:18][S:19]([C:22]3[CH:27]=[CH:26][CH:25]=[CH:24][CH:23]=3)(=[O:21])=[O:20])[CH:15]=[N:16][CH:17]=1)[CH:8]=[CH:7]2.[NH:28]1[CH2:33][CH2:32][O:31][CH2:30][CH2:29]1.C(N(CC)CC)C, predict the reaction product. The product is: [N:28]1([C:2]2[CH:3]=[CH:4][N:5]=[C:6]3[C:11]=2[N:10]=[C:9]([C:12]2[CH:13]=[C:14]([NH:18][S:19]([C:22]4[CH:27]=[CH:26][CH:25]=[CH:24][CH:23]=4)(=[O:21])=[O:20])[CH:15]=[N:16][CH:17]=2)[CH:8]=[CH:7]3)[CH2:33][CH2:32][O:31][CH2:30][CH2:29]1. (5) Given the reactants Br[C:2]1[CH:3]=[C:4]2[C:9](=[CH:10][CH:11]=1)[C:8]([N:12]1[CH2:17][CH:16]3[CH2:18][CH:13]1[CH2:14][N:15]3[C:19]([O:21][C:22]([CH3:25])([CH3:24])[CH3:23])=[O:20])=[N:7][N:6]=[CH:5]2.[CH:26]1([NH:29][C:30](=[O:47])[C:31]2[CH:36]=[CH:35][C:34]([CH3:37])=[C:33](B3OC(C)(C)C(C)(C)O3)[CH:32]=2)[CH2:28][CH2:27]1.C(=O)([O-])[O-].[K+].[K+], predict the reaction product. The product is: [CH:26]1([NH:29][C:30]([C:31]2[CH:36]=[CH:35][C:34]([CH3:37])=[C:33]([C:2]3[CH:3]=[C:4]4[C:9](=[CH:10][CH:11]=3)[C:8]([N:12]3[CH2:17][CH:16]5[CH2:18][CH:13]3[CH2:14][N:15]5[C:19]([O:21][C:22]([CH3:23])([CH3:24])[CH3:25])=[O:20])=[N:7][N:6]=[CH:5]4)[CH:32]=2)=[O:47])[CH2:27][CH2:28]1.